Dataset: Forward reaction prediction with 1.9M reactions from USPTO patents (1976-2016). Task: Predict the product of the given reaction. (1) Given the reactants Br[CH:2]([CH3:11])[C:3]([C:5]1[CH:10]=[CH:9][CH:8]=[CH:7][CH:6]=1)=O.[NH2:12][C:13]([NH2:15])=[S:14], predict the reaction product. The product is: [CH3:11][C:2]1[S:14][C:13]([NH2:15])=[N:12][C:3]=1[C:5]1[CH:10]=[CH:9][CH:8]=[CH:7][CH:6]=1. (2) Given the reactants [NH2:1][C:2]1[CH:9]=[CH:8][C:5]([C:6]#[N:7])=[CH:4][CH:3]=1.Cl.[N:11]([O-])=O.[Na+].[C:15]1([OH:21])[CH:20]=[CH:19][CH:18]=[CH:17][CH:16]=1.[OH-].[K+], predict the reaction product. The product is: [OH:21][C:15]1[CH:20]=[CH:19][C:18]([N:11]=[N:1][C:2]2[CH:9]=[CH:8][C:5]([C:6]#[N:7])=[CH:4][CH:3]=2)=[CH:17][CH:16]=1. (3) Given the reactants C[O:2][C:3](=[O:15])[CH2:4][C:5]1[C:6]2[CH:13]=[CH:12][C:11]([OH:14])=[CH:10][C:7]=2[S:8][CH:9]=1.Cl[CH2:17][C:18]1[CH:22]=[C:21]([C:23]2[CH:28]=[CH:27][C:26]([Cl:29])=[CH:25][CH:24]=2)[O:20][N:19]=1, predict the reaction product. The product is: [Cl:29][C:26]1[CH:25]=[CH:24][C:23]([C:21]2[O:20][N:19]=[C:18]([CH2:17][O:14][C:11]3[CH:12]=[CH:13][C:6]4[C:5]([CH2:4][C:3]([OH:2])=[O:15])=[CH:9][S:8][C:7]=4[CH:10]=3)[CH:22]=2)=[CH:28][CH:27]=1. (4) Given the reactants [C:1](OC(=O)C)(=[O:3])[CH3:2].[C:8]([O:12][C:13]([N:15]1[CH2:20][CH2:19][CH2:18][C@@H:17]2[C:21]3[CH:22]=[CH:23][C:24]([NH2:28])=[CH:25][C:26]=3[CH2:27][C@H:16]12)=[O:14])([CH3:11])([CH3:10])[CH3:9].C(N(CC)CC)C.C([O-])(O)=O.[Na+], predict the reaction product. The product is: [C:8]([O:12][C:13]([N:15]1[CH2:20][CH2:19][CH2:18][C@@H:17]2[C:21]3[CH:22]=[CH:23][C:24]([NH:28][C:1](=[O:3])[CH3:2])=[CH:25][C:26]=3[CH2:27][C@H:16]12)=[O:14])([CH3:11])([CH3:9])[CH3:10]. (5) The product is: [NH2:1][C:2]1[C:7]([Cl:8])=[C:6]([NH:32][CH2:33][CH2:34][OH:35])[N:5]=[C:4]([C:10]([NH:12][CH2:13][CH:14]2[CH2:19][CH2:18][N:17]([CH2:20][C:21]3[S:25][C:24]([C:26]4[CH:31]=[CH:30][CH:29]=[CH:28][N:27]=4)=[N:23][CH:22]=3)[CH2:16][CH2:15]2)=[O:11])[CH:3]=1. Given the reactants [NH2:1][C:2]1[C:7]([Cl:8])=[C:6](Cl)[N:5]=[C:4]([C:10]([NH:12][CH2:13][CH:14]2[CH2:19][CH2:18][N:17]([CH2:20][C:21]3[S:25][C:24]([C:26]4[CH:31]=[CH:30][CH:29]=[CH:28][N:27]=4)=[N:23][CH:22]=3)[CH2:16][CH2:15]2)=[O:11])[CH:3]=1.[NH2:32][CH2:33][CH2:34][OH:35], predict the reaction product. (6) The product is: [C:1]([O:5][C:6]([CH:7]1[CH2:8][C:9]([C:21]2[CH:26]=[C:25]([F:27])[CH:24]=[CH:23][C:22]=2[F:28])([C:19]#[N:20])[CH2:10][CH2:11][C:12]1=[O:14])=[O:29])([CH3:3])([CH3:4])[CH3:2]. Given the reactants [C:1]([O:5][C:6](=[O:29])[CH2:7][CH2:8][C:9]([C:21]1[CH:26]=[C:25]([F:27])[CH:24]=[CH:23][C:22]=1[F:28])([C:19]#[N:20])[CH2:10][CH2:11][C:12]([O:14]C(C)(C)C)=O)([CH3:4])([CH3:3])[CH3:2].CC([O-])(C)C.[K+].C(O)(C)=O.O, predict the reaction product.